From a dataset of TCR-epitope binding with 47,182 pairs between 192 epitopes and 23,139 TCRs. Binary Classification. Given a T-cell receptor sequence (or CDR3 region) and an epitope sequence, predict whether binding occurs between them. (1) The epitope is KLSALGINAV. The TCR CDR3 sequence is CAWSVPGVGGNEQFF. Result: 1 (the TCR binds to the epitope). (2) The epitope is AYAQKIFKI. The TCR CDR3 sequence is CASRPSTGHSYEQYF. Result: 0 (the TCR does not bind to the epitope). (3) The epitope is NYSGVVTTVMF. The TCR CDR3 sequence is CASSQEGPISHEQYF. Result: 1 (the TCR binds to the epitope). (4) The epitope is LLLGIGILV. The TCR CDR3 sequence is CASCNQGVGQPQHF. Result: 1 (the TCR binds to the epitope). (5) The epitope is GPGHKARVL. The TCR CDR3 sequence is CASSSRTGASGNTIYF. Result: 1 (the TCR binds to the epitope). (6) The epitope is RPRGEVRFL. The TCR CDR3 sequence is CAWTETGLSGNTIYF. Result: 1 (the TCR binds to the epitope).